From a dataset of Full USPTO retrosynthesis dataset with 1.9M reactions from patents (1976-2016). Predict the reactants needed to synthesize the given product. (1) Given the product [N:60]([C@H:19]([CH2:18][O:17][CH2:1][CH2:2][CH2:3][CH2:4][CH2:5][CH2:6][CH2:7][CH2:8][CH2:9][CH2:10][CH2:11][CH2:12][CH2:13][CH2:14][CH2:15][CH3:16])[CH2:20][OH:21])=[N+:61]=[N-:62], predict the reactants needed to synthesize it. The reactants are: [CH2:1]([O:17][CH2:18][C@H:19](O)[CH2:20][OH:21])[CH2:2][CH2:3][CH2:4][CH2:5][CH2:6][CH2:7][CH2:8][CH2:9][CH2:10][CH2:11][CH2:12][CH2:13][CH2:14][CH2:15][CH3:16].C1C=CC(P(C2C=CC=CC=2)C2C=CC=CC=2)=CC=1.N(C(OC(C)C)=O)=NC(OC(C)C)=O.[Si]([N:60]=[N+:61]=[N-:62])(C)(C)C. (2) Given the product [Cl:2][C:3]1[CH:8]=[CH:7][C:6]([CH:9]2[CH2:14][CH2:13][CH2:12][N:11]([C:22]([C:20]3[C:19]([CH3:25])=[N:18][N:17]([CH3:16])[CH:21]=3)=[O:23])[CH2:10]2)=[C:5]([CH3:15])[CH:4]=1, predict the reactants needed to synthesize it. The reactants are: Cl.[Cl:2][C:3]1[CH:8]=[CH:7][C:6]([CH:9]2[CH2:14][CH2:13][CH2:12][NH:11][CH2:10]2)=[C:5]([CH3:15])[CH:4]=1.[CH3:16][N:17]1[CH:21]=[C:20]([C:22](O)=[O:23])[C:19]([CH3:25])=[N:18]1.Cl.C(N=C=NCCCN(C)C)C.O.ON1C2C=CC=CC=2N=N1.C(N(CC)CC)C. (3) Given the product [C:41]([O:45][C:39]([NH:36][C:4]1[C:13]([N+:14]([O-:16])=[O:15])=[CH:12][CH:11]=[CH:10][C:5]=1[C:6]([O:8][CH3:9])=[O:7])=[O:24])([CH3:44])([CH3:43])[CH3:42], predict the reactants needed to synthesize it. The reactants are: C([C:4]1[C:13]([N+:14]([O-:16])=[O:15])=[CH:12][CH:11]=[CH:10][C:5]=1[C:6]([O:8][CH3:9])=[O:7])(O)=O.C1(P(N=[N+]=[N-])(C2C=CC=CC=2)=[O:24])C=CC=CC=1.C([N:36]([CH2:39]C)CC)C.[C:41]([OH:45])([CH3:44])([CH3:43])[CH3:42]. (4) Given the product [Cl:1][C:2]1[CH:10]=[C:9]([CH3:11])[CH:8]=[CH:7][C:3]=1[C:4]([N:14]([O:15][CH3:16])[CH3:13])=[O:5], predict the reactants needed to synthesize it. The reactants are: [Cl:1][C:2]1[CH:10]=[C:9]([CH3:11])[CH:8]=[CH:7][C:3]=1[C:4](Cl)=[O:5].Cl.[CH3:13][NH:14][O:15][CH3:16].C(N(CC)CC)C.Cl. (5) Given the product [Cl:1][C:2]1[CH:3]=[CH:4][C:5]([C:8]2[CH:24]=[C:11]3[CH:12]=[C:13]([C:16]4[CH:17]=[C:18]([C:33]5([CH2:34][OH:30])[CH2:31][CH2:32]5)[CH:21]=[CH:22][CH:23]=4)[CH:14]=[CH:15][N:10]3[N:9]=2)=[CH:6][CH:7]=1, predict the reactants needed to synthesize it. The reactants are: [Cl:1][C:2]1[CH:7]=[CH:6][C:5]([C:8]2[CH:24]=[C:11]3[CH:12]=[C:13]([C:16]4[CH:17]=[C:18]([CH:21]=[CH:22][CH:23]=4)C=O)[CH:14]=[CH:15][N:10]3[N:9]=2)=[CH:4][CH:3]=1.C1([Mg]Br)CC1.[O:30]1[CH2:34][CH2:33][CH2:32][CH2:31]1. (6) Given the product [C:1]([O:5][C:6](=[O:12])[C@@H:7]([CH:9]([CH3:10])[CH3:11])[NH:8][S:31]([C:28]1[CH:29]=[C:30]2[C:25]([C:24]([Cl:35])=[CH:23][N:22]=[C:21]2[Cl:20])=[CH:26][CH:27]=1)(=[O:33])=[O:32])([CH3:4])([CH3:3])[CH3:2], predict the reactants needed to synthesize it. The reactants are: [C:1]([O:5][C:6](=[O:12])[C@@H:7]([CH:9]([CH3:11])[CH3:10])[NH2:8])([CH3:4])([CH3:3])[CH3:2].CCN(CC)CC.[Cl:20][C:21]1[C:30]2[C:25](=[CH:26][CH:27]=[C:28]([S:31](Cl)(=[O:33])=[O:32])[CH:29]=2)[C:24]([Cl:35])=[CH:23][N:22]=1. (7) Given the product [F:15][C:4]1[CH:5]=[C:6]([C:7]([C:17]2[C:25]3[CH:24]=[N:23][CH:22]=[N:21][C:20]=3[N:19]([CH:26]([CH3:28])[CH3:27])[CH:18]=2)=[O:8])[CH:13]=[CH:14][C:3]=1[C:1]#[N:2], predict the reactants needed to synthesize it. The reactants are: [C:1]([C:3]1[CH:14]=[CH:13][C:6]([C:7](N(OC)C)=[O:8])=[CH:5][C:4]=1[F:15])#[N:2].I[C:17]1[C:25]2[CH:24]=[N:23][CH:22]=[N:21][C:20]=2[N:19]([CH:26]([CH3:28])[CH3:27])[CH:18]=1. (8) Given the product [CH:1]([C:4]1[C:9]2[CH:10]=[C:11]3[N:15]([C:8]=2[CH:7]=[CH:6][N:5]=1)[CH2:14][CH2:13][CH:12]3[CH2:16][C:17]([O:19][CH2:20][CH3:21])=[O:18])([CH3:3])[CH3:2], predict the reactants needed to synthesize it. The reactants are: [C:1]([C:4]1[C:9]2[CH:10]=[C:11]3[N:15]([C:8]=2[CH:7]=[CH:6][N:5]=1)[CH2:14][CH2:13]/[C:12]/3=[CH:16]\[C:17]([O:19][CH2:20][CH3:21])=[O:18])([CH3:3])=[CH2:2].